Dataset: Reaction yield outcomes from USPTO patents with 853,638 reactions. Task: Predict the reaction yield, written as a fraction of the theoretical maximum amount of product (1.0 means a 100% yield; for example, 0.34 means a 34% yield). (1) The reactants are BrC1C=CC(O)=C([C:8]2[CH:17]=[CH:16][C:15]3[C:10](=[CH:11][CH:12]=[C:13]([C:18]4[N:22]([CH:23]5[CH2:28][CH2:27][CH2:26][CH2:25][CH2:24]5)[C:21]5[CH:29]=[CH:30][C:31]([C:33]([OH:35])=[O:34])=[CH:32][C:20]=5[N:19]=4)[CH:14]=3)[N:9]=2)C=1.[Cl:37][C:38]1[CH:39]=[C:40]([C:45]2[CH:49]=[C:48](C(=O)C)[O:47][N:46]=2)[CH:41]=[CH:42][C:43]=1[Cl:44].[OH-].[K+]. The catalyst is C(O)C. The product is [CH:23]1([N:22]2[C:21]3[CH:29]=[CH:30][C:31]([C:33]([OH:35])=[O:34])=[CH:32][C:20]=3[N:19]=[C:18]2[C:13]2[CH:14]=[C:15]3[C:10](=[CH:11][CH:12]=2)[N:9]=[C:8]([C:48]2[O:47][N:46]=[C:45]([C:40]4[CH:41]=[CH:42][C:43]([Cl:44])=[C:38]([Cl:37])[CH:39]=4)[CH:49]=2)[CH:17]=[CH:16]3)[CH2:28][CH2:27][CH2:26][CH2:25][CH2:24]1. The yield is 0.150. (2) The reactants are [CH:1]([C:4]1[CH:9]=[CH:8][C:7]([CH:10]=[CH:11][C:12]([NH:14][C@H:15]([C:26]([O:28]C)=[O:27])[CH2:16][C:17]2[C:25]3[C:20](=[CH:21][CH:22]=[CH:23][CH:24]=3)[NH:19][CH:18]=2)=[O:13])=[CH:6][CH:5]=1)([CH3:3])[CH3:2].[OH-].[Na+]. The catalyst is CO. The product is [CH:1]([C:4]1[CH:9]=[CH:8][C:7]([CH:10]=[CH:11][C:12]([NH:14][C@H:15]([C:26]([OH:28])=[O:27])[CH2:16][C:17]2[C:25]3[C:20](=[CH:21][CH:22]=[CH:23][CH:24]=3)[NH:19][CH:18]=2)=[O:13])=[CH:6][CH:5]=1)([CH3:3])[CH3:2]. The yield is 0.870. (3) The reactants are [ClH:1].[NH:2](C(OC(C)(C)C)=O)[C@H:3]([C:19]([NH:21][C@H:22]([C:27]([NH:29][C@H:30]([C:35]([O:37][CH3:38])=[O:36])[CH2:31][CH:32]([CH3:34])[CH3:33])=[O:28])[CH2:23][CH:24]([CH3:26])[CH3:25])=[O:20])[CH2:4][CH2:5][CH2:6][CH2:7][NH:8][C:9]([O:11][CH2:12][C:13]1[CH:18]=[CH:17][CH:16]=[CH:15][CH:14]=1)=[O:10]. The catalyst is C(OCC)(=O)C. The product is [NH2:2][C@H:3]([C:19]([NH:21][C@H:22]([C:27]([NH:29][C@H:30]([C:35]([O:37][CH3:38])=[O:36])[CH2:31][CH:32]([CH3:33])[CH3:34])=[O:28])[CH2:23][CH:24]([CH3:25])[CH3:26])=[O:20])[CH2:4][CH2:5][CH2:6][CH2:7][NH:8][C:9]([O:11][CH2:12][C:13]1[CH:14]=[CH:15][CH:16]=[CH:17][CH:18]=1)=[O:10].[ClH:1]. The yield is 0.914. (4) The reactants are Cl[C:2]1[N:7]=[C:6]([NH:8][C@@H:9]([C:11]2[CH:16]=[CH:15][CH:14]=[CH:13][CH:12]=2)[CH3:10])[CH:5]=[N:4][CH:3]=1.[CH3:17][C:18]1[NH:19][CH:20]=[CH:21][N:22]=1. No catalyst specified. The product is [CH3:17][C:18]1[N:19]([C:2]2[N:7]=[C:6]([NH:8][C@@H:9]([C:11]3[CH:16]=[CH:15][CH:14]=[CH:13][CH:12]=3)[CH3:10])[CH:5]=[N:4][CH:3]=2)[CH:20]=[CH:21][N:22]=1. The yield is 0.400.